This data is from Peptide-MHC class I binding affinity with 185,985 pairs from IEDB/IMGT. The task is: Regression. Given a peptide amino acid sequence and an MHC pseudo amino acid sequence, predict their binding affinity value. This is MHC class I binding data. (1) The peptide sequence is NFFHASLAY. The MHC is HLA-B35:01 with pseudo-sequence HLA-B35:01. The binding affinity (normalized) is 0.834. (2) The peptide sequence is ARVAASLAK. The MHC is HLA-A23:01 with pseudo-sequence HLA-A23:01. The binding affinity (normalized) is 0.0847. (3) The peptide sequence is SSPLELFML. The binding affinity (normalized) is 0.110. The MHC is Mamu-A11 with pseudo-sequence Mamu-A11. (4) The peptide sequence is STFTFPGIY. The MHC is HLA-A02:11 with pseudo-sequence HLA-A02:11. The binding affinity (normalized) is 0.0847. (5) The peptide sequence is KLGDKGSPY. The MHC is HLA-A33:01 with pseudo-sequence HLA-A33:01. The binding affinity (normalized) is 0. (6) The MHC is HLA-A26:01 with pseudo-sequence HLA-A26:01. The peptide sequence is LPGPDTRHL. The binding affinity (normalized) is 0. (7) The peptide sequence is GVDGLGVSV. The MHC is HLA-A02:01 with pseudo-sequence HLA-A02:01. The binding affinity (normalized) is 0.0847.